Dataset: hERG potassium channel inhibition data for cardiac toxicity prediction from Karim et al.. Task: Regression/Classification. Given a drug SMILES string, predict its toxicity properties. Task type varies by dataset: regression for continuous values (e.g., LD50, hERG inhibition percentage) or binary classification for toxic/non-toxic outcomes (e.g., AMES mutagenicity, cardiotoxicity, hepatotoxicity). Dataset: herg_karim. The molecule is N#Cc1ccc(-c2cnc3nc(N4CCC(N5CCCCC5)CC4)sc3c2)cc1. The result is 1 (blocker).